Task: Predict the reaction yield, written as a fraction of the theoretical maximum amount of product (1.0 means a 100% yield; for example, 0.34 means a 34% yield).. Dataset: Reaction yield outcomes from USPTO patents with 853,638 reactions (1) The reactants are C[O:2][C:3](=[O:23])[CH:4]([NH:15]C(OC(C)(C)C)=O)[CH2:5][C:6]1[CH:11]=[C:10]([Br:12])[C:9]([OH:13])=[C:8]([Br:14])[CH:7]=1.Br[CH2:25][C:26]1[CH:31]=[CH:30][CH:29]=[CH:28][C:27]=1[F:32]. No catalyst specified. The product is [NH2:15][CH:4]([CH2:5][C:6]1[CH:7]=[C:8]([Br:14])[C:9]([O:13][CH2:25][C:26]2[CH:31]=[CH:30][CH:29]=[CH:28][C:27]=2[F:32])=[C:10]([Br:12])[CH:11]=1)[C:3]([OH:2])=[O:23]. The yield is 0.100. (2) The reactants are [Cl:1][C:2]1[C:10]2[N:9]=[C:8]3[N:11]([C:15]4[CH:20]=[CH:19][C:18]([Cl:21])=[CH:17][C:16]=4[Cl:22])[CH2:12][CH2:13][CH2:14][N:7]3[C:6]=2[C:5]([CH:23]([CH2:30][CH3:31])[CH2:24][C:25](OCC)=[O:26])=[CH:4][CH:3]=1.[OH-].[Na+].Cl.Cl.[CH3:36][NH:37][O:38][CH3:39].Cl.C(N=C=NCCCN(C)C)C.O.ON1C2C=CC=CC=2N=N1.C(N(CC)CC)C. The catalyst is O1CCCC1.CO.O. The product is [Cl:1][C:2]1[C:10]2[N:9]=[C:8]3[N:11]([C:15]4[CH:20]=[CH:19][C:18]([Cl:21])=[CH:17][C:16]=4[Cl:22])[CH2:12][CH2:13][CH2:14][N:7]3[C:6]=2[C:5]([CH:23]([CH2:30][CH3:31])[CH2:24][C:25]([N:37]([O:38][CH3:39])[CH3:36])=[O:26])=[CH:4][CH:3]=1. The yield is 0.720. (3) The reactants are [CH3:1][O:2][C:3]1[CH:4]=[C:5]([CH:7]=[CH:8][C:9]=1[O:10][CH3:11])[NH2:6].[C:12]([O-:15])([O-])=O.[K+].[K+].[CH3:18][O:19][CH:20]([O:23][CH3:24])[CH2:21][NH2:22].C[CH2:26][O:27]C(C)=O. The catalyst is O. The product is [CH3:18][O:19][CH:20]([O:23][CH3:24])[CH2:21][NH:22][C:12](=[O:15])[C:26]([NH:6][C:5]1[CH:7]=[CH:8][C:9]([O:10][CH3:11])=[C:3]([O:2][CH3:1])[CH:4]=1)=[O:27]. The yield is 0.710. (4) The reactants are [NH2:1][C:2](=[N:12][O:13][C:14](=[O:22])[C:15]1[CH:20]=[CH:19][CH:18]=[C:17](Cl)[CH:16]=1)[CH2:3][P:4](=[O:11])([O:8][CH2:9][CH3:10])[O:5][CH2:6][CH3:7].CC1[N:29]=C(C(Cl)=O)C=CC=1. No catalyst specified. The product is [NH2:1][C:2](=[N:12][O:13][C:14]([C:15]1[CH:16]=[CH:17][CH:18]=[C:19]([CH3:20])[N:29]=1)=[O:22])[CH2:3][P:4](=[O:11])([O:8][CH2:9][CH3:10])[O:5][CH2:6][CH3:7]. The yield is 0.530. (5) The reactants are C([O:8][CH:9]([CH:44]([C:51]1[CH:56]=[CH:55][CH:54]=[CH:53][CH:52]=1)[C:45]1[CH:50]=[CH:49][CH:48]=[CH:47][CH:46]=1)[C:10]([NH:12][C:13]1[CH:42]=[CH:41][CH:40]=[C:39]([F:43])[C:14]=1[CH2:15][CH2:16][C@@H:17]1[N:22]([S:23]([C:26]2[CH:31]=[CH:30][CH:29]=[CH:28][CH:27]=2)(=[O:25])=[O:24])[CH2:21][CH2:20][N:19]([C:32]([O:34][C:35]([CH3:38])([CH3:37])[CH3:36])=[O:33])[CH2:18]1)=[O:11])C1C=CC=CC=1. The catalyst is [OH-].[OH-].[Pd+2].CO. The product is [F:43][C:39]1[CH:40]=[CH:41][CH:42]=[C:13]([NH:12][C:10](=[O:11])[CH:9]([OH:8])[CH:44]([C:51]2[CH:52]=[CH:53][CH:54]=[CH:55][CH:56]=2)[C:45]2[CH:50]=[CH:49][CH:48]=[CH:47][CH:46]=2)[C:14]=1[CH2:15][CH2:16][C@@H:17]1[N:22]([S:23]([C:26]2[CH:31]=[CH:30][CH:29]=[CH:28][CH:27]=2)(=[O:25])=[O:24])[CH2:21][CH2:20][N:19]([C:32]([O:34][C:35]([CH3:38])([CH3:37])[CH3:36])=[O:33])[CH2:18]1. The yield is 0.517. (6) The reactants are [NH:1]1[CH2:5][CH2:4][NH:3][C:2]1=[O:6].Br[CH2:8][C:9]([O:11][C:12]([CH3:15])([CH3:14])[CH3:13])=[O:10]. The catalyst is CN(C=O)C. The product is [O:6]=[C:2]1[NH:3][CH2:4][CH2:5][N:1]1[CH2:8][C:9]([O:11][C:12]([CH3:15])([CH3:14])[CH3:13])=[O:10]. The yield is 0.260. (7) The reactants are [C:1]([O:5][C:6]([NH:8][C@@H:9]([C@H:25]([CH3:28])[CH:26]=[CH2:27])[CH2:10][N:11]1[C@@H:15](C=C)[CH2:14][CH2:13][C@H:12]1[C:18]([O:20][C:21]([CH3:24])([CH3:23])[CH3:22])=[O:19])=[O:7])([CH3:4])([CH3:3])[CH3:2].CS(C)=[O:31]. The catalyst is C(Cl)Cl.Cl[Ru](=C1N(C2C(C)=CC(C)=CC=2C)CCN1C1C(C)=CC(C)=CC=1C)(Cl)(=CC1C=CC=CC=1)[P](C1CCCCC1)(C1CCCCC1)C1CCCCC1. The product is [C:1]([O:5][C:6]([NH:8][C@@H:9]1[C:10](=[O:31])[N:11]2[C@H:12]([C:18]([O:20][C:21]([CH3:23])([CH3:22])[CH3:24])=[O:19])[CH2:13][CH2:14][C@@H:15]2[CH:27]=[CH:26][C@H:25]1[CH3:28])=[O:7])([CH3:2])([CH3:3])[CH3:4]. The yield is 0.890. (8) The product is [Br:11][C:12]1[CH:13]=[C:14]([CH:18]([CH2:3][C:4]2[CH:9]=[CH:8][CH:7]=[CH:6][CH:5]=2)[C:19]#[N:20])[CH:15]=[CH:16][CH:17]=1. The reactants are [OH-].[K+].[CH:3](=O)[C:4]1[CH:9]=[CH:8][CH:7]=[CH:6][CH:5]=1.[Br:11][C:12]1[CH:13]=[C:14]([CH2:18][C:19]#[N:20])[CH:15]=[CH:16][CH:17]=1.[BH4-].[Na+]. The yield is 0.520. The catalyst is C(O)C.O. (9) The reactants are [O:1]=[C:2]([CH2:10][CH2:11][CH2:12][CH2:13][C:14]1[CH:23]=[CH:22][C:21]2[CH2:20][CH2:19][CH2:18][NH:17][C:16]=2[N:15]=1)[CH2:3]P(=O)(OC)OC.[F:24][C:25]1[CH:26]=[C:27]2[C:32](=[CH:33][CH:34]=1)[N:31]=[CH:30][C:29]([CH:35]=O)=[CH:28]2.[Li+].[Cl-].C1CCN2C(=NCCC2)CC1. The catalyst is CC#N. The product is [F:24][C:25]1[CH:26]=[C:27]2[C:32](=[CH:33][CH:34]=1)[N:31]=[CH:30][C:29](/[CH:35]=[CH:3]/[C:2](=[O:1])[CH2:10][CH2:11][CH2:12][CH2:13][C:14]1[CH:23]=[CH:22][C:21]3[CH2:20][CH2:19][CH2:18][NH:17][C:16]=3[N:15]=1)=[CH:28]2. The yield is 0.960.